Predict the product of the given reaction. From a dataset of Forward reaction prediction with 1.9M reactions from USPTO patents (1976-2016). Given the reactants [H-].[H-].[H-].[H-].[Li+].[Al+3].[CH3:7][O:8][C:9]1[CH:10]=[CH:11][CH:12]=[C:13]2[C:17]=1[N:16]([CH2:18][CH2:19][CH2:20][N:21]1[CH2:26][CH2:25][CH:24]([O:27][CH2:28][CH2:29][CH3:30])[CH2:23][CH2:22]1)[CH:15]=[C:14]2[C:31](=[O:33])[CH3:32], predict the reaction product. The product is: [CH3:7][O:8][C:9]1[CH:10]=[CH:11][CH:12]=[C:13]2[C:17]=1[N:16]([CH2:18][CH2:19][CH2:20][N:21]1[CH2:26][CH2:25][CH:24]([O:27][CH2:28][CH2:29][CH3:30])[CH2:23][CH2:22]1)[CH:15]=[C:14]2[CH:31]([OH:33])[CH3:32].